Dataset: Catalyst prediction with 721,799 reactions and 888 catalyst types from USPTO. Task: Predict which catalyst facilitates the given reaction. (1) Reactant: [CH3:1][O:2][C:3]1[CH:8]=[CH:7][C:6]([N+:9]([O-])=O)=[C:5]([CH3:12])[C:4]=1[CH3:13].[CH3:14]OC(OC)N(C)C.C(N(CC)CC)C. Product: [CH3:1][O:2][C:3]1[C:4]([CH3:13])=[C:5]2[C:6](=[CH:7][CH:8]=1)[NH:9][CH:14]=[CH:12]2. The catalyst class is: 9. (2) Reactant: [C:1]([C:3]1[CH:9]=[C:8]([C:10]#[N:11])[CH:7]=[CH:6][C:4]=1[NH2:5])#[N:2].N(OS(=O)(=O)O)=O.[NH2:19][C:20]1[CH:25]=[CH:24][CH:23]=[CH:22][CH:21]=1.[NH2:26]C(N)=O.C(=O)([O-])[O-].[Na+].[Na+]. Product: [NH2:19][C:20]1[CH:25]=[CH:24][C:23]([N:26]=[N:5][C:4]2[CH:6]=[CH:7][C:8]([C:10]#[N:11])=[CH:9][C:3]=2[C:1]#[N:2])=[CH:22][CH:21]=1. The catalyst class is: 65. (3) Reactant: [OH:1][CH2:2][CH2:3][O:4][C:5]1[CH:10]=[CH:9][C:8]([C:11]2[C:16]([C:17]#[N:18])=[C:15]([SH:19])[N:14]=[C:13]([O:20][CH3:21])[C:12]=2[C:22]#[N:23])=[CH:7][CH:6]=1.[CH3:24][O:25][C:26]1[CH:27]=[C:28]([CH:31]=[CH:32][CH:33]=1)[CH2:29]Br.C(=O)([O-])[O-].[K+].[K+]. Product: [OH:1][CH2:2][CH2:3][O:4][C:5]1[CH:10]=[CH:9][C:8]([C:11]2[C:16]([C:17]#[N:18])=[C:15]([S:19][CH2:29][C:28]3[CH:31]=[CH:32][CH:33]=[C:26]([O:25][CH3:24])[CH:27]=3)[N:14]=[C:13]([O:20][CH3:21])[C:12]=2[C:22]#[N:23])=[CH:7][CH:6]=1. The catalyst class is: 3. (4) Reactant: C(OC([N:8]1[C@@H:12]([CH2:13][CH2:14][C:15]2[CH:20]=[CH:19][C:18]([NH:21][C:22](=[O:30])[C:23]3[CH:28]=[CH:27][C:26]([Cl:29])=[CH:25][CH:24]=3)=[CH:17][CH:16]=2)[CH2:11][O:10]C1(C)C)=O)(C)(C)C.O.FC(F)(F)C(O)=O.[OH-].[Na+]. Product: [NH2:8][C@H:12]([CH2:11][OH:10])[CH2:13][CH2:14][C:15]1[CH:16]=[CH:17][C:18]([NH:21][C:22](=[O:30])[C:23]2[CH:28]=[CH:27][C:26]([Cl:29])=[CH:25][CH:24]=2)=[CH:19][CH:20]=1. The catalyst class is: 10. (5) Reactant: C[Si]([N-][Si](C)(C)C)(C)C.[Li+].[CH3:11][CH:12]([CH2:14][C:15](=[O:19])[CH2:16][CH2:17][CH3:18])[CH3:13].[C:20](OCC)(=[O:26])[C:21]([O:23][CH2:24][CH3:25])=[O:22].Cl. Product: [CH2:17](/[C:16](/[C:15](=[O:19])[CH2:14][CH:12]([CH3:13])[CH3:11])=[C:20](/[OH:26])\[C:21]([O:23][CH2:24][CH3:25])=[O:22])[CH3:18]. The catalyst class is: 280. (6) Reactant: [Br:1][C:2]1[CH:3]=[C:4]([C:15]([NH:17][CH2:18][C:19]2[C:20]([O:28]C)=[N:21][C:22]([CH2:26][OH:27])=[CH:23][C:24]=2[CH3:25])=[O:16])[C:5]2[C:6]([CH3:14])=[CH:7][N:8]([CH:11]([CH3:13])[CH3:12])[C:9]=2[CH:10]=1.Cl. Product: [Br:1][C:2]1[CH:3]=[C:4]([C:15]([NH:17][CH2:18][C:19]2[C:20](=[O:28])[NH:21][C:22]([CH2:26][OH:27])=[CH:23][C:24]=2[CH3:25])=[O:16])[C:5]2[C:6]([CH3:14])=[CH:7][N:8]([CH:11]([CH3:13])[CH3:12])[C:9]=2[CH:10]=1. The catalyst class is: 7.